From a dataset of Full USPTO retrosynthesis dataset with 1.9M reactions from patents (1976-2016). Predict the reactants needed to synthesize the given product. (1) Given the product [F:1][C:2]1[CH:7]=[C:6]([F:8])[CH:5]=[CH:4][C:3]=1[C:9](=[O:12])[C:10](=[N:13][OH:14])[CH3:11], predict the reactants needed to synthesize it. The reactants are: [F:1][C:2]1[CH:7]=[C:6]([F:8])[CH:5]=[CH:4][C:3]=1[C:9](=[O:12])[CH2:10][CH3:11].[N:13](OCCCCC)=[O:14].Cl.O1CCCC1. (2) Given the product [CH3:11][N:12]([CH2:14][C:15]1[CH:16]=[CH:17][C:18]([O:23][CH3:24])=[C:19]([CH:22]=1)[CH:20]=[C:3]1[C:4]2[C:9](=[CH:8][CH:7]=[CH:6][CH:5]=2)[NH:1][C:2]1=[O:10])[CH3:13], predict the reactants needed to synthesize it. The reactants are: [NH:1]1[C:9]2[C:4](=[CH:5][CH:6]=[CH:7][CH:8]=2)[CH2:3][C:2]1=[O:10].[CH3:11][N:12]([CH2:14][C:15]1[CH:16]=[CH:17][C:18]([O:23][CH3:24])=[C:19]([CH:22]=1)[CH:20]=O)[CH3:13]. (3) Given the product [CH2:1]([C:3]1([CH2:6][CH3:7])[CH2:4][CH2:8][C:9](=[O:10])[CH:11]=[CH:12]1)[CH3:2], predict the reactants needed to synthesize it. The reactants are: [CH2:1]([CH:3]([CH2:6][CH3:7])[CH:4]=O)[CH3:2].[CH3:8][C:9]([CH:11]=[CH2:12])=[O:10].OS(O)(=O)=O. (4) Given the product [N:1]1([C:6]2[CH:7]=[CH:8][C:9]([NH:20][C:19]3[CH:21]=[C:22]([CH3:25])[CH:23]=[CH:24][C:18]=3[CH3:17])=[CH:10][CH:11]=2)[CH:2]=[CH:3][CH:4]=[CH:5]1, predict the reactants needed to synthesize it. The reactants are: [N:1]1([C:6]2[CH:11]=[CH:10][C:9](CS([O-])(=O)=O)=[CH:8][CH:7]=2)[CH:5]=[CH:4][CH:3]=[CH:2]1.[CH3:17][C:18]1[CH:24]=[CH:23][C:22]([CH3:25])=[CH:21][C:19]=1[NH2:20].C([O-])([O-])=O.[K+].[K+]. (5) Given the product [CH3:15][NH:16][C:17]([C:19]1[S:20][CH:21]=[CH:22][C:23]=1[NH:24][C:25]1[C:30]([Cl:31])=[CH:29][N:28]=[C:27]([NH:14][C:12]2[CH:11]=[CH:10][C:9]3[N:3]([CH2:1][CH3:2])[CH2:4][CH2:5][CH2:6][O:7][C:8]=3[CH:13]=2)[N:26]=1)=[O:18], predict the reactants needed to synthesize it. The reactants are: [CH2:1]([N:3]1[C:9]2[CH:10]=[CH:11][C:12]([NH2:14])=[CH:13][C:8]=2[O:7][CH2:6][CH2:5][CH2:4]1)[CH3:2].[CH3:15][NH:16][C:17]([C:19]1[S:20][CH:21]=[CH:22][C:23]=1[NH:24][C:25]1[C:30]([Cl:31])=[CH:29][N:28]=[C:27](Cl)[N:26]=1)=[O:18]. (6) Given the product [N+:15]([C:18]1[CH:19]=[C:20]([NH:24][C:25]([NH:1][C:2]2[CH:7]=[CH:6][C:5]([C:8]3[O:12][CH:11]=[N:10][CH:9]=3)=[C:4]([O:13][CH3:14])[CH:3]=2)=[O:26])[CH:21]=[CH:22][CH:23]=1)([O-:17])=[O:16], predict the reactants needed to synthesize it. The reactants are: [NH2:1][C:2]1[CH:7]=[CH:6][C:5]([C:8]2[O:12][CH:11]=[N:10][CH:9]=2)=[C:4]([O:13][CH3:14])[CH:3]=1.[N+:15]([C:18]1[CH:19]=[C:20]([N:24]=[C:25]=[O:26])[CH:21]=[CH:22][CH:23]=1)([O-:17])=[O:16]. (7) Given the product [CH2:1]([C@H:8]1[N:13]([C:14]([C:16]2[N:17]=[CH:18][N:19]([CH:27]3[CH2:32][CH2:31][CH2:30][N:29]([C:40]4[CH:41]=[CH:42][CH:43]=[CH:44][CH:45]=4)[CH2:28]3)[C:20]=2[C:21]2[CH:26]=[CH:25][CH:24]=[CH:23][CH:22]=2)=[O:15])[CH2:12][CH2:11][N:10]([C:33]([O:35][C:36]([CH3:39])([CH3:38])[CH3:37])=[O:34])[CH2:9]1)[C:2]1[CH:7]=[CH:6][CH:5]=[CH:4][CH:3]=1, predict the reactants needed to synthesize it. The reactants are: [CH2:1]([C@H:8]1[N:13]([C:14]([C:16]2[N:17]=[CH:18][N:19]([CH:27]3[CH2:32][CH2:31][CH2:30][NH:29][CH2:28]3)[C:20]=2[C:21]2[CH:26]=[CH:25][CH:24]=[CH:23][CH:22]=2)=[O:15])[CH2:12][CH2:11][N:10]([C:33]([O:35][C:36]([CH3:39])([CH3:38])[CH3:37])=[O:34])[CH2:9]1)[C:2]1[CH:7]=[CH:6][CH:5]=[CH:4][CH:3]=1.[CH:40]1[CH:41]=[CH:42][C:43](P([C:40]2[C:45]([C:40]3[C:45](P([C:40]4[CH:45]=[CH:44][CH:43]=[CH:42][CH:41]=4)[C:40]4[CH:45]=[CH:44][CH:43]=[CH:42][CH:41]=4)=[CH:44][CH:43]=[C:42]4[C:41]=3C=CC=C4)=[C:44]3[C:43](C=CC=C3)=[CH:42][CH:41]=2)[C:40]2[CH:45]=[CH:44][CH:43]=[CH:42][CH:41]=2)=[CH:44][CH:45]=1.CC(C)([O-])C.[Na+].BrC1C=CC=CC=1.